Dataset: Catalyst prediction with 721,799 reactions and 888 catalyst types from USPTO. Task: Predict which catalyst facilitates the given reaction. (1) Reactant: [CH3:1][S:2]([NH:5][C:6]1[CH:7]=[C:8]([CH:13]=[C:14]([N+:16]([O-:18])=[O:17])[CH:15]=1)[C:9]([O:11][CH3:12])=[O:10])(=[O:4])=[O:3].CI.[C:21](=O)([O-])[O-].[K+].[K+]. Product: [CH3:21][N:5]([S:2]([CH3:1])(=[O:3])=[O:4])[C:6]1[CH:7]=[C:8]([CH:13]=[C:14]([N+:16]([O-:18])=[O:17])[CH:15]=1)[C:9]([O:11][CH3:12])=[O:10]. The catalyst class is: 21. (2) Reactant: [NH2:1][C@@H:2]([C:5]1[CH:10]=[CH:9][CH:8]=[CH:7][CH:6]=1)[CH2:3][OH:4].C([O-])([O-])=O.[K+].[K+].[Br:17][C:18]1[CH:19]=[C:20]([CH:25]=[CH:26][C:27]=1[CH2:28]Br)[C:21]([O:23][CH3:24])=[O:22]. Product: [Br:17][C:18]1[CH:19]=[C:20]([CH:25]=[CH:26][C:27]=1[CH2:28][NH:1][C@@H:2]([C:5]1[CH:10]=[CH:9][CH:8]=[CH:7][CH:6]=1)[CH2:3][OH:4])[C:21]([O:23][CH3:24])=[O:22]. The catalyst class is: 23.